The task is: Regression. Given two drug SMILES strings and cell line genomic features, predict the synergy score measuring deviation from expected non-interaction effect.. This data is from NCI-60 drug combinations with 297,098 pairs across 59 cell lines. (1) Drug 1: CC1=CC=C(C=C1)C2=CC(=NN2C3=CC=C(C=C3)S(=O)(=O)N)C(F)(F)F. Drug 2: C1CCC(C(C1)N)N.C(=O)(C(=O)[O-])[O-].[Pt+4]. Cell line: CCRF-CEM. Synergy scores: CSS=16.8, Synergy_ZIP=-2.89, Synergy_Bliss=0.851, Synergy_Loewe=-14.5, Synergy_HSA=-0.795. (2) Drug 1: COC1=CC(=CC(=C1O)OC)C2C3C(COC3=O)C(C4=CC5=C(C=C24)OCO5)OC6C(C(C7C(O6)COC(O7)C8=CC=CS8)O)O. Drug 2: C1=CC(=CC=C1CCCC(=O)O)N(CCCl)CCCl. Cell line: NCIH23. Synergy scores: CSS=70.9, Synergy_ZIP=-8.54, Synergy_Bliss=-7.36, Synergy_Loewe=-6.70, Synergy_HSA=-2.03. (3) Drug 1: C1=NC2=C(N1)C(=S)N=CN2. Drug 2: CC1=C(C=C(C=C1)C(=O)NC2=CC(=CC(=C2)C(F)(F)F)N3C=C(N=C3)C)NC4=NC=CC(=N4)C5=CN=CC=C5. Cell line: SK-MEL-28. Synergy scores: CSS=9.32, Synergy_ZIP=-1.50, Synergy_Bliss=1.17, Synergy_Loewe=-0.703, Synergy_HSA=-0.733. (4) Drug 1: C1=CC(=CC=C1CC(C(=O)O)N)N(CCCl)CCCl.Cl. Drug 2: CC(C1=C(C=CC(=C1Cl)F)Cl)OC2=C(N=CC(=C2)C3=CN(N=C3)C4CCNCC4)N. Cell line: CAKI-1. Synergy scores: CSS=18.1, Synergy_ZIP=-12.3, Synergy_Bliss=-10.0, Synergy_Loewe=-7.56, Synergy_HSA=-6.60. (5) Drug 1: CN(C)C1=NC(=NC(=N1)N(C)C)N(C)C. Drug 2: C1=CC(=CC=C1CC(C(=O)O)N)N(CCCl)CCCl.Cl. Cell line: KM12. Synergy scores: CSS=14.7, Synergy_ZIP=-7.74, Synergy_Bliss=-6.49, Synergy_Loewe=-2.09, Synergy_HSA=-1.96. (6) Cell line: NCI-H322M. Drug 2: C1CC(C1)(C(=O)O)C(=O)O.[NH2-].[NH2-].[Pt+2]. Drug 1: CC1=C(C(CCC1)(C)C)C=CC(=CC=CC(=CC(=O)O)C)C. Synergy scores: CSS=2.78, Synergy_ZIP=-1.09, Synergy_Bliss=1.27, Synergy_Loewe=-0.960, Synergy_HSA=-0.284. (7) Drug 1: CCC1(CC2CC(C3=C(CCN(C2)C1)C4=CC=CC=C4N3)(C5=C(C=C6C(=C5)C78CCN9C7C(C=CC9)(C(C(C8N6C=O)(C(=O)OC)O)OC(=O)C)CC)OC)C(=O)OC)O.OS(=O)(=O)O. Drug 2: C1CC(=O)NC(=O)C1N2C(=O)C3=CC=CC=C3C2=O. Cell line: K-562. Synergy scores: CSS=55.7, Synergy_ZIP=-4.80, Synergy_Bliss=-9.65, Synergy_Loewe=-6.82, Synergy_HSA=-6.19. (8) Drug 1: CCC(=C(C1=CC=CC=C1)C2=CC=C(C=C2)OCCN(C)C)C3=CC=CC=C3.C(C(=O)O)C(CC(=O)O)(C(=O)O)O. Drug 2: C1CN(CCN1C(=O)CCBr)C(=O)CCBr. Cell line: DU-145. Synergy scores: CSS=31.2, Synergy_ZIP=-0.184, Synergy_Bliss=-0.885, Synergy_Loewe=-14.2, Synergy_HSA=-1.96. (9) Drug 1: C1CCC(C(C1)N)N.C(=O)(C(=O)[O-])[O-].[Pt+4]. Drug 2: CC1CCCC2(C(O2)CC(NC(=O)CC(C(C(=O)C(C1O)C)(C)C)O)C(=CC3=CSC(=N3)C)C)C. Cell line: HS 578T. Synergy scores: CSS=46.6, Synergy_ZIP=0.734, Synergy_Bliss=-2.46, Synergy_Loewe=-30.7, Synergy_HSA=-2.38. (10) Drug 1: C1=CC(=CC=C1CCCC(=O)O)N(CCCl)CCCl. Drug 2: C1CN(P(=O)(OC1)NCCCl)CCCl. Cell line: SK-MEL-5. Synergy scores: CSS=26.2, Synergy_ZIP=-8.54, Synergy_Bliss=-7.58, Synergy_Loewe=-19.2, Synergy_HSA=-7.37.